Predict the product of the given reaction. From a dataset of Forward reaction prediction with 1.9M reactions from USPTO patents (1976-2016). (1) Given the reactants [N:1]1[CH:6]=[CH:5][CH:4]=[CH:3][C:2]=1[NH:7][C:8]1[N:13]=[C:12]([C:14]2[CH:19]=[CH:18][CH:17]=[CH:16][N:15]=2)[CH:11]=[CH:10][C:9]=1[NH2:20].[C:21](Cl)(=[O:23])[CH3:22].C(N(CC)CC)C, predict the reaction product. The product is: [N:1]1[CH:6]=[CH:5][CH:4]=[CH:3][C:2]=1[NH:7][C:8]1[N:13]=[C:12]([C:14]2[CH:19]=[CH:18][CH:17]=[CH:16][N:15]=2)[CH:11]=[CH:10][C:9]=1[NH:20][C:21](=[O:23])[CH3:22]. (2) Given the reactants [CH3:1][C:2]1[CH:10]=[CH:9][C:5]([C:6](O)=[O:7])=[CH:4][C:3]=1[N:11]1[C:20](=[O:21])[C:19]2[C:14](=[CH:15][CH:16]=[C:17]([N:22]3[CH2:27][CH2:26][N:25]([CH2:28][CH2:29][O:30][CH3:31])[CH2:24][CH2:23]3)[CH:18]=2)[N:13]=[CH:12]1.[NH2:32][C:33]1[CH:37]=[CH:36][O:35][N:34]=1, predict the reaction product. The product is: [CH3:31][O:30][CH2:29][CH2:28][N:25]1[CH2:26][CH2:27][N:22]([C:17]2[CH:18]=[C:19]3[C:14](=[CH:15][CH:16]=2)[N:13]=[CH:12][N:11]([C:3]2[CH:4]=[C:5]([CH:9]=[CH:10][C:2]=2[CH3:1])[C:6]([NH:32][C:33]2[CH:37]=[CH:36][O:35][N:34]=2)=[O:7])[C:20]3=[O:21])[CH2:23][CH2:24]1. (3) Given the reactants [CH:1]1([C@@H:4]([C:11]2[CH:16]=[CH:15][CH:14]=[C:13]([O:17][CH2:18][C:19]3[CH:24]=[N:23][C:22](I)=[C:21]([C:26]4[C:30]([CH3:32])([CH3:31])[CH2:29][CH2:28][CH:27]=4)[N:20]=3)[CH:12]=2)[CH2:5][C:6]([O:8][CH2:9][CH3:10])=[O:7])[CH2:3][CH2:2]1.[F:33][C:34]1[CH:39]=[CH:38][C:37]([O:40][CH3:41])=[CH:36][C:35]=1B(O)O, predict the reaction product. The product is: [CH:1]1([C@@H:4]([C:11]2[CH:16]=[CH:15][CH:14]=[C:13]([O:17][CH2:18][C:19]3[CH:24]=[N:23][C:22]([C:35]4[CH:36]=[C:37]([O:40][CH3:41])[CH:38]=[CH:39][C:34]=4[F:33])=[C:21]([C:26]4[C:30]([CH3:32])([CH3:31])[CH2:29][CH2:28][CH:27]=4)[N:20]=3)[CH:12]=2)[CH2:5][C:6]([O:8][CH2:9][CH3:10])=[O:7])[CH2:3][CH2:2]1. (4) Given the reactants [CH:1]([NH:4][CH2:5][C:6]([N:8]1[C:16]2[C:11](=[CH:12][C:13]([O:17][CH2:18][C:19]3[S:20][C:21]([C:30]([F:33])([F:32])[F:31])=[C:22]([C:24]4[CH:29]=[CH:28][CH:27]=[CH:26][CH:25]=4)[CH:23]=3)=[CH:14][CH:15]=2)[CH2:10][CH2:9]1)=[O:7])([CH3:3])[CH3:2].[CH2:34]([O:36][C:37](=[O:40])[CH:38]=[CH2:39])[CH3:35], predict the reaction product. The product is: [CH2:34]([O:36][C:37](=[O:40])[CH2:38][CH2:39][N:4]([CH:1]([CH3:3])[CH3:2])[CH2:5][C:6](=[O:7])[N:8]1[C:16]2[C:11](=[CH:12][C:13]([O:17][CH2:18][C:19]3[S:20][C:21]([C:30]([F:32])([F:33])[F:31])=[C:22]([C:24]4[CH:25]=[CH:26][CH:27]=[CH:28][CH:29]=4)[CH:23]=3)=[CH:14][CH:15]=2)[CH2:10][CH2:9]1)[CH3:35]. (5) Given the reactants [OH:1][C:2]1[C:3]([C:12]([OH:14])=O)=[CH:4][CH:5]=[C:6]2[C:11]=1[N:10]=[CH:9][CH:8]=[CH:7]2.S(Cl)(Cl)=O.Cl.[CH3:20][NH:21][O:22][CH3:23].C(N(CC)C(C)C)(C)C, predict the reaction product. The product is: [OH:1][C:2]1[C:3]([C:12]([N:21]([O:22][CH3:23])[CH3:20])=[O:14])=[CH:4][CH:5]=[C:6]2[C:11]=1[N:10]=[CH:9][CH:8]=[CH:7]2. (6) Given the reactants [Br:1][C:2]1[CH:7]=[CH:6][C:5](I)=[CH:4][CH:3]=1.C[Si](C)(C)[C:11]#[C:12][CH3:13].C(N(CC)CC)C.[F-].F[N+](F)(F)F.O1CCCC1, predict the reaction product. The product is: [Br:1][C:2]1[CH:7]=[CH:6][C:5]([C:11]#[C:12][CH3:13])=[CH:4][CH:3]=1. (7) Given the reactants [H-].[Na+].[CH3:3][C:4](=[O:9])[CH2:5][C:6](=[O:8])[CH3:7].C([Li])CCC.F[C:16]1[CH:21]=[CH:20][CH:19]=[CH:18][N:17]=1.Cl, predict the reaction product. The product is: [N:17]1[CH:18]=[CH:19][CH:20]=[CH:21][C:16]=1[CH2:3][C:4](=[O:9])[CH2:5][C:6](=[O:8])[CH3:7].